This data is from Full USPTO retrosynthesis dataset with 1.9M reactions from patents (1976-2016). The task is: Predict the reactants needed to synthesize the given product. (1) Given the product [Cl:46][CH2:45][CH2:44][O:40][C:18]1[CH:19]=[C:20]2[C:15](=[CH:16][C:17]=1[O:41][CH3:42])[N:14]=[C:13]([C:9]1[CH:10]=[CH:11][CH:12]=[C:7]([C:1]3[CH:2]=[CH:3][CH:4]=[CH:5][CH:6]=3)[CH:8]=1)[N:22]=[C:21]2[NH:23][C:24]1[CH:25]=[C:26]2[C:30](=[CH:31][CH:32]=1)[N:29]([C:33]([O:35][C:36]([CH3:37])([CH3:38])[CH3:39])=[O:34])[N:28]=[CH:27]2, predict the reactants needed to synthesize it. The reactants are: [C:1]1([C:7]2[CH:8]=[C:9]([C:13]3[N:22]=[C:21]([NH:23][C:24]4[CH:25]=[C:26]5[C:30](=[CH:31][CH:32]=4)[N:29]([C:33]([O:35][C:36]([CH3:39])([CH3:38])[CH3:37])=[O:34])[N:28]=[CH:27]5)[C:20]4[C:15](=[CH:16][C:17]([O:41][CH3:42])=[C:18]([OH:40])[CH:19]=4)[N:14]=3)[CH:10]=[CH:11][CH:12]=2)[CH:6]=[CH:5][CH:4]=[CH:3][CH:2]=1.Br[CH2:44][CH2:45][Cl:46].C([O-])([O-])=O.[K+].[K+]. (2) Given the product [ClH:1].[Cl:1][C:2]1[S:3][C:4]([C:7]([NH2:13])=[NH:8])=[CH:5][N:6]=1, predict the reactants needed to synthesize it. The reactants are: [Cl:1][C:2]1[S:3][C:4]([C:7]#[N:8])=[CH:5][N:6]=1.C[O-].[Na+].[Cl-].[NH4+:13]. (3) The reactants are: [N:1]([CH:4]1[CH2:9][CH2:8][CH2:7][CH2:6][CH2:5]1)=[C:2]=[S:3].[NH2:10][C:11]1[CH:12]=[C:13]([CH:25]=[CH:26][CH:27]=1)[O:14][CH2:15][CH2:16][NH:17][C:18](=[O:24])[O:19][C:20]([CH3:23])([CH3:22])[CH3:21].CCN(CC)CC. Given the product [CH:4]1([NH:1][C:2](=[S:3])[NH:10][C:11]2[CH:12]=[C:13]([CH:25]=[CH:26][CH:27]=2)[O:14][CH2:15][CH2:16][NH:17][C:18](=[O:24])[O:19][C:20]([CH3:23])([CH3:22])[CH3:21])[CH2:9][CH2:8][CH2:7][CH2:6][CH2:5]1, predict the reactants needed to synthesize it.